Dataset: Forward reaction prediction with 1.9M reactions from USPTO patents (1976-2016). Task: Predict the product of the given reaction. Given the reactants [CH3:1][O:2][C:3](=[O:11])[CH2:4][C:5]1[N:6]=[C:7]([NH2:10])[S:8][CH:9]=1.[CH3:12][C:13]1[N:20]=[CH:19][CH:18]=[CH:17][C:14]=1[CH:15]=O.C(O[BH-](OC(=O)C)OC(=O)C)(=O)C.[Na+], predict the reaction product. The product is: [CH3:12][C:13]1[C:14]([CH2:15][NH:10][C:7]2[S:8][CH:9]=[C:5]([CH2:4][C:3]([O:2][CH3:1])=[O:11])[N:6]=2)=[CH:17][CH:18]=[CH:19][N:20]=1.